Task: Predict the reactants needed to synthesize the given product.. Dataset: Full USPTO retrosynthesis dataset with 1.9M reactions from patents (1976-2016) Given the product [Br:34][C:35]1[CH:36]=[CH:37][C:38]([C:41]([N:12]([O:11][CH3:10])[CH3:16])=[O:43])=[N:39][CH:40]=1, predict the reactants needed to synthesize it. The reactants are: F[P-](F)(F)(F)(F)F.C[N+](C)=[C:10](N(C)C)[O:11][N:12]1[C:16]2N=CC=CC=2N=N1.CCN(C(C)C)C(C)C.[Br:34][C:35]1[CH:36]=[CH:37][C:38]([C:41]([OH:43])=O)=[N:39][CH:40]=1.